This data is from Peptide-MHC class I binding affinity with 185,985 pairs from IEDB/IMGT. The task is: Regression. Given a peptide amino acid sequence and an MHC pseudo amino acid sequence, predict their binding affinity value. This is MHC class I binding data. (1) The peptide sequence is VIANSTNAT. The MHC is HLA-B51:01 with pseudo-sequence HLA-B51:01. The binding affinity (normalized) is 0.0847. (2) The peptide sequence is RQWFFDLPLP. The MHC is HLA-A30:01 with pseudo-sequence HLA-A30:01. The binding affinity (normalized) is 0.142. (3) The peptide sequence is CSRVIFPL. The MHC is Mamu-A01 with pseudo-sequence Mamu-A01. The binding affinity (normalized) is 0.456. (4) The peptide sequence is FQTKGLGISY. The MHC is HLA-A24:02 with pseudo-sequence HLA-A24:02. The binding affinity (normalized) is 0.